This data is from Full USPTO retrosynthesis dataset with 1.9M reactions from patents (1976-2016). The task is: Predict the reactants needed to synthesize the given product. Given the product [C:18]([O:17][C:15](=[O:14])[NH:7][CH2:6][C:5]1[CH:8]=[C:9]([F:10])[C:2]([NH2:1])=[CH:3][C:4]=1[F:11])([CH3:21])([CH3:20])[CH3:19], predict the reactants needed to synthesize it. The reactants are: [NH2:1][C:2]1[C:9]([F:10])=[CH:8][C:5]([C:6]#[N:7])=[C:4]([F:11])[CH:3]=1.CO.[O:14](C(OC(C)(C)C)=O)[C:15]([O:17][C:18]([CH3:21])([CH3:20])[CH3:19])=O.